From a dataset of Reaction yield outcomes from USPTO patents with 853,638 reactions. Predict the reaction yield, written as a fraction of the theoretical maximum amount of product (1.0 means a 100% yield; for example, 0.34 means a 34% yield). (1) The reactants are [F:1][C:2]1[CH:3]=[C:4]([N:10]2[C:15](=[O:16])[C:14]([CH2:17][C:18]3[CH:23]=[CH:22][C:21]([C:24]4[C:25]([C:30]#[N:31])=[CH:26][CH:27]=[CH:28][CH:29]=4)=[CH:20][CH:19]=3)=[C:13]([CH2:32][CH2:33][CH3:34])[N:12]=[C:11]2[CH3:35])[CH:5]=[CH:6][C:7]=1[O:8]C.B(Br)(Br)Br.C(OCC)(=O)C.O. The catalyst is C(Cl)Cl. The product is [F:1][C:2]1[CH:3]=[C:4]([N:10]2[C:15](=[O:16])[C:14]([CH2:17][C:18]3[CH:23]=[CH:22][C:21]([C:24]4[C:25]([C:30]#[N:31])=[CH:26][CH:27]=[CH:28][CH:29]=4)=[CH:20][CH:19]=3)=[C:13]([CH2:32][CH2:33][CH3:34])[N:12]=[C:11]2[CH3:35])[CH:5]=[CH:6][C:7]=1[OH:8]. The yield is 1.00. (2) The reactants are C(N(C(C)C)CC)(C)C.[NH2:10][C:11]1[CH:12]=[C:13]([NH:25][S:26]([C:29]2[CH:34]=[CH:33][CH:32]=[CH:31][CH:30]=2)(=[O:28])=[O:27])[CH:14]=[CH:15][C:16]=1[NH:17][CH2:18][CH:19]1[CH2:24][CH2:23][CH2:22][CH2:21][CH2:20]1.[CH3:35][C:36]1([C:39](O)=O)[CH2:38][CH2:37]1.CN(C(ON1N=NC2C=CC=NC1=2)=[N+](C)C)C.F[P-](F)(F)(F)(F)F. The catalyst is CN(C=O)C.O. The product is [CH:19]1([CH2:18][N:17]2[C:16]3[CH:15]=[CH:14][C:13]([NH:25][S:26]([C:29]4[CH:30]=[CH:31][CH:32]=[CH:33][CH:34]=4)(=[O:28])=[O:27])=[CH:12][C:11]=3[N:10]=[C:35]2[C:36]2([CH3:39])[CH2:38][CH2:37]2)[CH2:20][CH2:21][CH2:22][CH2:23][CH2:24]1. The yield is 0.990. (3) The reactants are [H-].[Na+].C(OP([CH2:11][C:12]([O:14][CH3:15])=[O:13])(OCC)=O)C.[CH3:16][C:17]([N:21]1[CH:25]=[C:24]([C:26]2[CH:27]=[N:28][CH:29]=[CH:30][CH:31]=2)[N:23]=[CH:22]1)([CH3:20])[CH:18]=O.O. The catalyst is C1COCC1. The product is [CH3:15][O:14][C:12](=[O:13])[CH2:11][CH2:18][C:17]([CH3:20])([N:21]1[CH:25]=[C:24]([C:26]2[CH:27]=[N:28][CH:29]=[CH:30][CH:31]=2)[N:23]=[CH:22]1)[CH3:16]. The yield is 0.750.